This data is from Full USPTO retrosynthesis dataset with 1.9M reactions from patents (1976-2016). The task is: Predict the reactants needed to synthesize the given product. (1) The reactants are: FC(F)(F)[C:3]([O-])=[O:4].[OH:8][C@H:9]1[CH2:14][NH:13][C@@H:12]([C:15]([O:17][CH2:18][C:19]2[CH:24]=[CH:23][C:22]([N+:25]([O-:27])=[O:26])=[CH:21][CH:20]=2)=[O:16])[CH2:11][CH2:10]1.C(C(O)=O)(F)(F)F.O=C(Cl)OC(Cl)(Cl)Cl. Given the product [O:4]=[C:3]1[N:13]2[CH2:14][C@H:9]([CH2:10][CH2:11][C@@H:12]2[C:15]([O:17][CH2:18][C:19]2[CH:24]=[CH:23][C:22]([N+:25]([O-:27])=[O:26])=[CH:21][CH:20]=2)=[O:16])[O:8]1, predict the reactants needed to synthesize it. (2) The reactants are: [F:1][C:2]1[CH:16]=[CH:15][C:5]([CH2:6][C:7]2[CH:12]=[CH:11][CH:10]=[CH:9][C:8]=2[CH2:13]Cl)=[CH:4][CH:3]=1.C1COCC1.C1C=CC(P(C2C=CC=CC=2)CCCP(C2C=CC=CC=2)C2C=CC=CC=2)=CC=1.[C:51]([O-:54])(=[O:53])C.[Na+]. Given the product [F:1][C:2]1[CH:16]=[CH:15][C:5]([CH2:6][C:7]2[CH:12]=[CH:11][CH:10]=[CH:9][C:8]=2[CH2:13][C:51]([OH:54])=[O:53])=[CH:4][CH:3]=1, predict the reactants needed to synthesize it. (3) The reactants are: [O:1]([C:8]1[CH:14]=[CH:13][C:11]([NH2:12])=[CH:10][CH:9]=1)[C:2]1[CH:7]=[CH:6][CH:5]=[CH:4][CH:3]=1.[C:15](N1C=CN=C1)(N1C=CN=C1)=[O:16].[C@H:27]1([CH2:37][O:38][C:39]2[CH:44]=[CH:43][C:42]([NH2:45])=[CH:41][CH:40]=2)[C@@H:36]2[N:31]([CH2:32][CH2:33][CH2:34][CH2:35]2)[CH2:30][CH2:29][CH2:28]1.O. Given the product [C@H:27]1([CH2:37][O:38][C:39]2[CH:44]=[CH:43][C:42]([NH:45][C:15]([NH:12][C:11]3[CH:10]=[CH:9][C:8]([O:1][C:2]4[CH:3]=[CH:4][CH:5]=[CH:6][CH:7]=4)=[CH:14][CH:13]=3)=[O:16])=[CH:41][CH:40]=2)[C@@H:36]2[N:31]([CH2:32][CH2:33][CH2:34][CH2:35]2)[CH2:30][CH2:29][CH2:28]1, predict the reactants needed to synthesize it. (4) Given the product [CH2:21]([C:10]1[C:9]2[C:13](=[CH:14][CH:15]=[C:7]([N:4]([C:1](=[O:3])[CH3:2])[CH2:5][CH3:6])[CH:8]=2)[NH:12][C:11]=1[C:16]([OH:18])=[O:17])[CH3:22], predict the reactants needed to synthesize it. The reactants are: [C:1]([N:4]([C:7]1[CH:8]=[C:9]2[C:13](=[CH:14][CH:15]=1)[NH:12][C:11]([C:16]([O:18]CC)=[O:17])=[CH:10]2)[CH2:5][CH3:6])(=[O:3])[CH3:2].[CH3:21][CH2:22]O.C([O-])([O-])=O.[Cs+].[Cs+]. (5) Given the product [C:38]([O:42][C:16]([NH:13][CH:14]1[CH2:15][CH2:33][C:32]([CH3:25])=[CH:37][CH2:36]1)=[O:9])([CH3:41])([CH3:40])[CH3:39], predict the reactants needed to synthesize it. The reactants are: CC1CCC(C(O)=[O:9])CC=1.C([N:13]([CH2:16]C)[CH2:14][CH3:15])C.[C:32]1([C:25]2[C:25]([C:32]3[CH:37]=[CH:36]C=C[CH:33]=3)=C(N=[N+]=[N-])PC=2)[CH:33]=CC=[CH:36][CH:37]=1.[C:38]([OH:42])([CH3:41])([CH3:40])[CH3:39].